The task is: Predict the reaction yield, written as a fraction of the theoretical maximum amount of product (1.0 means a 100% yield; for example, 0.34 means a 34% yield).. This data is from Reaction yield outcomes from USPTO patents with 853,638 reactions. (1) The reactants are [N:1]1([CH2:7][CH2:8][CH2:9][O:10][C:11]2[CH:16]=[CH:15][C:14]([NH2:17])=[CH:13][CH:12]=2)[CH2:6][CH2:5][CH2:4][CH2:3][CH2:2]1.[F:18][C:19]1[CH:27]=[C:26]2[C:22]([C:23](=[CH:29]O)[C:24](=[O:28])[NH:25]2)=[CH:21][CH:20]=1. No catalyst specified. The yield is 0.590. The product is [F:18][C:19]1[CH:27]=[C:26]2[C:22]([C:23](=[CH:29][NH:17][C:14]3[CH:13]=[CH:12][C:11]([O:10][CH2:9][CH2:8][CH2:7][N:1]4[CH2:2][CH2:3][CH2:4][CH2:5][CH2:6]4)=[CH:16][CH:15]=3)[C:24](=[O:28])[NH:25]2)=[CH:21][CH:20]=1. (2) The reactants are [CH2:1]([O:3][C:4]([C:6]1[C:7]([C:11]([F:14])([F:13])[F:12])=[N:8][NH:9][CH:10]=1)=[O:5])[CH3:2].[OH-].[K+].[CH2:17](I)[CH3:18].C(OC(C1C(C(F)(F)F)=NN(CC)C=1)=O)C. The catalyst is C(O)C.ClCCl. The product is [CH2:1]([O:3][C:4]([C:6]1[CH:10]=[N:9][N:8]([CH2:17][CH3:18])[C:7]=1[C:11]([F:13])([F:14])[F:12])=[O:5])[CH3:2]. The yield is 0.0800. (3) The reactants are [OH:1][C:2]1[CH:3]=[C:4]([CH:10]=[CH:11][CH:12]=1)[C:5]([O:7][CH2:8][CH3:9])=[O:6].[C:13]1(B(O)O)[CH:18]=[CH:17][CH:16]=[CH:15][CH:14]=1.N1C=CC=CC=1. The catalyst is ClCCl.C([O-])(=O)C.[Cu+2].C([O-])(=O)C. The product is [O:1]([C:2]1[CH:3]=[C:4]([CH:10]=[CH:11][CH:12]=1)[C:5]([O:7][CH2:8][CH3:9])=[O:6])[C:13]1[CH:18]=[CH:17][CH:16]=[CH:15][CH:14]=1. The yield is 0.760. (4) The yield is 0.560. The product is [Br:1][C:2]1[CH:9]=[CH:8][C:5]([C:6]#[N:7])=[CH:4][C:3]=1[N+:10]([O-:12])=[O:11]. The catalyst is OS(O)(=O)=O. The reactants are [Br:1][C:2]1[CH:9]=[CH:8][C:5]([C:6]#[N:7])=[CH:4][CH:3]=1.[N+:10]([O-])([OH:12])=[O:11]. (5) The reactants are [CH3:1][O:2][C:3]([C:5]1[CH:33]=[CH:32][C:8]2[CH:9]=[C:10]([C:12]([C:17]3[CH:22]=[CH:21][C:20]([O:23][CH2:24][C:25](=[O:30])[C:26]([CH3:29])([CH3:28])[CH3:27])=[C:19]([CH3:31])[CH:18]=3)([CH2:15][CH3:16])[CH2:13][CH3:14])[O:11][C:7]=2[CH:6]=1)=[O:4].[BH4-].[Na+].[CH2:36]1COCC1. No catalyst specified. The product is [CH2:1]([O:2][C:3]([C:5]1[CH:33]=[CH:32][C:8]2[CH:9]=[C:10]([C:12]([CH2:13][CH3:14])([C:17]3[CH:22]=[CH:21][C:20]([O:23][CH2:24][CH:25]([OH:30])[C:26]([CH3:27])([CH3:28])[CH3:29])=[C:19]([CH3:31])[CH:18]=3)[CH2:15][CH3:16])[O:11][C:7]=2[CH:6]=1)=[O:4])[CH3:36]. The yield is 0.890. (6) The reactants are [C:1]1([CH2:7][C:8]([NH:10][NH2:11])=O)[CH:6]=[CH:5][CH:4]=[CH:3][CH:2]=1.[N:12]1[CH:17]=[CH:16][CH:15]=[CH:14][C:13]=1[N:18]=[C:19]=[S:20]. No catalyst specified. The product is [CH2:7]([C:8]1[N:18]([C:13]2[CH:14]=[CH:15][CH:16]=[CH:17][N:12]=2)[C:19](=[S:20])[NH:11][N:10]=1)[C:1]1[CH:6]=[CH:5][CH:4]=[CH:3][CH:2]=1. The yield is 0.700. (7) The reactants are [N+:1]([C:4]1[CH:5]=[N:6][C:7]([N:10]2[CH:16]3[CH2:17][CH2:18][N:13]([CH2:14][CH2:15]3)[CH2:12][CH2:11]2)=[N:8][CH:9]=1)([O-])=O. The catalyst is [Pd].CO. The product is [N:13]12[CH2:14][CH2:15][CH:16]([CH2:17][CH2:18]1)[N:10]([C:7]1[N:8]=[CH:9][C:4]([NH2:1])=[CH:5][N:6]=1)[CH2:11][CH2:12]2. The yield is 1.00. (8) The reactants are [CH2:1]=[C:2]([CH2:5][OH:6])[CH2:3][OH:4].N1C=CN=C1.[C:12]([Si:16](Cl)([C:23]1[CH:28]=[CH:27][CH:26]=[CH:25][CH:24]=1)[C:17]1[CH:22]=[CH:21][CH:20]=[CH:19][CH:18]=1)([CH3:15])([CH3:14])[CH3:13]. The catalyst is C(Cl)Cl. The product is [Si:16]([O:4][CH2:3][C:2](=[CH2:1])[CH2:5][OH:6])([C:12]([CH3:15])([CH3:14])[CH3:13])([C:23]1[CH:24]=[CH:25][CH:26]=[CH:27][CH:28]=1)[C:17]1[CH:22]=[CH:21][CH:20]=[CH:19][CH:18]=1. The yield is 0.303. (9) The reactants are Br[C:2]1[CH:10]=[C:9]2[C:5]([CH2:6][CH2:7][C:8]2([CH3:12])[CH3:11])=[CH:4][CH:3]=1.C([Li])CCC.[N:18]([C:27]([O:29][C:30]([CH3:33])([CH3:32])[CH3:31])=[O:28])=[N:19][C:20]([O:22][C:23]([CH3:26])([CH3:25])[CH3:24])=[O:21]. The catalyst is O1CCCC1. The product is [CH3:11][C:8]1([CH3:12])[C:9]2[C:5](=[CH:4][CH:3]=[C:2]([N:18]([C:27]([O:29][C:30]([CH3:33])([CH3:32])[CH3:31])=[O:28])[NH:19][C:20]([O:22][C:23]([CH3:24])([CH3:25])[CH3:26])=[O:21])[CH:10]=2)[CH2:6][CH2:7]1. The yield is 0.372. (10) The reactants are CCN(C(C)C)C(C)C.CS([C:14]1[N:19]=[C:18]([C:20]2[C:28]3[C:23](=[N:24][CH:25]=[C:26]([C:29]([F:32])([F:31])[F:30])[CH:27]=3)[N:22]([S:33]([C:36]3[CH:42]=[CH:41][C:39]([CH3:40])=[CH:38][CH:37]=3)(=[O:35])=[O:34])[CH:21]=2)[C:17]([C:43]#[N:44])=[CH:16][N:15]=1)(=O)=O.[OH2:45]. The catalyst is C(#N)C. The product is [OH:45][C:14]1[N:19]=[C:18]([C:20]2[C:28]3[C:23](=[N:24][CH:25]=[C:26]([C:29]([F:32])([F:31])[F:30])[CH:27]=3)[N:22]([S:33]([C:36]3[CH:42]=[CH:41][C:39]([CH3:40])=[CH:38][CH:37]=3)(=[O:35])=[O:34])[CH:21]=2)[C:17]([C:43]#[N:44])=[CH:16][N:15]=1. The yield is 1.00.